Dataset: Full USPTO retrosynthesis dataset with 1.9M reactions from patents (1976-2016). Task: Predict the reactants needed to synthesize the given product. (1) Given the product [C:1]([O:5][C:6](=[O:22])[NH:7][C:8]1[CH:13]=[C:12]([N:23]2[CH2:28][CH2:27][O:26][CH2:25][CH2:24]2)[C:11]([C:15]([F:18])([F:17])[F:16])=[CH:10][C:9]=1[N+:19]([O-:21])=[O:20])([CH3:4])([CH3:3])[CH3:2], predict the reactants needed to synthesize it. The reactants are: [C:1]([O:5][C:6](=[O:22])[NH:7][C:8]1[CH:13]=[C:12](F)[C:11]([C:15]([F:18])([F:17])[F:16])=[CH:10][C:9]=1[N+:19]([O-:21])=[O:20])([CH3:4])([CH3:3])[CH3:2].[NH:23]1[CH2:28][CH2:27][O:26][CH2:25][CH2:24]1. (2) Given the product [CH3:46][C:47]([Si:50]([CH3:63])([CH3:62])[O:51][CH2:52][C:53]1[CH:54]=[C:55]([C:27]2[CH:32]=[C:31]([CH3:33])[CH:30]=[C:29]([CH2:34][N:35]3[C:43](=[O:44])[C:42]4[C:37](=[CH:38][CH:39]=[CH:40][CH:41]=4)[C:36]3=[O:45])[CH:28]=2)[CH:56]=[CH:57][CH:58]=1)([CH3:49])[CH3:48], predict the reactants needed to synthesize it. The reactants are: C1C=CC(P(C2C=CC=CC=2)C2C=CC=CC=2)=CC=1.C([O-])([O-])=O.[K+].[K+].Br[C:27]1[CH:28]=[C:29]([CH2:34][N:35]2[C:43](=[O:44])[C:42]3[C:37](=[CH:38][CH:39]=[CH:40][CH:41]=3)[C:36]2=[O:45])[CH:30]=[C:31]([CH3:33])[CH:32]=1.[CH3:46][C:47]([Si:50]([CH3:63])([CH3:62])[O:51][CH2:52][C:53]1[CH:54]=[C:55](B(O)O)[CH:56]=[CH:57][CH:58]=1)([CH3:49])[CH3:48]. (3) Given the product [CH2:1]([O:4][C:5](=[O:15])[C:6]1[CH:11]=[C:10]([F:12])[C:9]([O:19][CH2:16][C:17]#[CH:18])=[CH:8][C:7]=1[Cl:14])[C:2]#[CH:3], predict the reactants needed to synthesize it. The reactants are: [CH2:1]([O:4][C:5](=[O:15])[C:6]1[CH:11]=[C:10]([F:12])[C:9](F)=[CH:8][C:7]=1[Cl:14])[C:2]#[CH:3].[CH2:16]([OH:19])[C:17]#[CH:18].[H-].[Na+].Cl. (4) Given the product [NH:1]1[C:10]2[C:5](=[CH:6][CH:7]=[CH:8][CH:9]=2)[CH2:4][CH:3]=[N:2]1, predict the reactants needed to synthesize it. The reactants are: [N:1]1[C:10]2[C:5](=[CH:6][CH:7]=[CH:8][CH:9]=2)[C:4](CN2C(=O)C3N(CC=C(C)C)C(Cl)=NC=3N(C)C2=O)=[CH:3][N:2]=1.N1C2C(=CC=CC=2)C(CN2C(=O)C3N(CC=C(C)C)C(Cl)=NC=3N(C)C2=O)C=N1.N1C2C(=CC=CC=2)C(CO)=CN=1.N1C2C(=CC=CC=2)C(CO)C=N1.CN1C2N=C(Cl)N(CC=C(C)C)C=2C(=O)NC1=O.C1(P(C2C=CC=CC=2)C2C=CC=CC=2)C=CC=CC=1.N(C(OCC)=O)=NC(OCC)=O. (5) Given the product [C:1]([O:5][C:6]([N:8]1[CH2:12][CH2:11][C:10]([C:15](=[O:54])[N:16]([C:17]2[CH:25]=[C:24]3[C:20]([C:21]([C:45]4[CH:50]=[CH:49][N:48]=[C:47]([CH:51]5[CH2:52][CH2:53]5)[CH:46]=4)=[N:22][N:23]3[C:26]([C:27]3[CH:32]=[CH:31][CH:30]=[CH:29][CH:28]=3)([C:33]3[CH:34]=[CH:35][CH:36]=[CH:37][CH:38]=3)[C:39]3[CH:44]=[CH:43][CH:42]=[CH:41][CH:40]=3)=[CH:19][CH:18]=2)[CH3:57])([O:13][CH3:14])[CH2:9]1)=[O:7])([CH3:4])([CH3:2])[CH3:3], predict the reactants needed to synthesize it. The reactants are: [C:1]([O:5][C:6]([N:8]1[CH2:12][CH2:11][C:10]([C:15](=[O:54])[NH:16][C:17]2[CH:25]=[C:24]3[C:20]([C:21]([C:45]4[CH:50]=[CH:49][N:48]=[C:47]([CH:51]5[CH2:53][CH2:52]5)[CH:46]=4)=[N:22][N:23]3[C:26]([C:39]3[CH:44]=[CH:43][CH:42]=[CH:41][CH:40]=3)([C:33]3[CH:38]=[CH:37][CH:36]=[CH:35][CH:34]=3)[C:27]3[CH:32]=[CH:31][CH:30]=[CH:29][CH:28]=3)=[CH:19][CH:18]=2)([O:13][CH3:14])[CH2:9]1)=[O:7])([CH3:4])([CH3:3])[CH3:2].[H-].[Na+].[CH3:57]I. (6) Given the product [Br:1][C:2]1[CH:7]=[CH:6][C:5]([CH:8]2[O:21][CH2:19][CH2:18][N:10]([C:11]([O:12][C:13]([CH3:16])([CH3:15])[CH3:14])=[O:17])[CH2:9]2)=[C:4]([F:22])[CH:3]=1, predict the reactants needed to synthesize it. The reactants are: [Br:1][C:2]1[CH:7]=[CH:6][C:5]([CH:8]([OH:21])[CH2:9][N:10]([CH2:18][CH2:19]O)[C:11](=[O:17])[O:12][C:13]([CH3:16])([CH3:15])[CH3:14])=[C:4]([F:22])[CH:3]=1.C(N(CC)CC)C.CS(Cl)(=O)=O.